This data is from Full USPTO retrosynthesis dataset with 1.9M reactions from patents (1976-2016). The task is: Predict the reactants needed to synthesize the given product. (1) Given the product [OH:1][C@H:2]1[CH2:3][CH2:4][C@H:5]([NH:8][C:9]2[N:14]=[C:13]([NH:15][C:16]3[S:17][C:18]4[CH:24]=[C:23]([C:25]([OH:27])=[O:26])[CH:22]=[CH:21][C:19]=4[N:20]=3)[CH:12]=[C:11]([CH2:30][C:31]3[CH:32]=[CH:33][CH:34]=[CH:35][CH:36]=3)[N:10]=2)[CH2:6][CH2:7]1, predict the reactants needed to synthesize it. The reactants are: [OH:1][C@H:2]1[CH2:7][CH2:6][C@H:5]([NH:8][C:9]2[N:14]=[C:13]([NH:15][C:16]3[S:17][C:18]4[CH:24]=[C:23]([C:25]([O:27]CC)=[O:26])[CH:22]=[CH:21][C:19]=4[N:20]=3)[CH:12]=[C:11]([CH2:30][C:31]3[CH:36]=[CH:35][CH:34]=[CH:33][CH:32]=3)[N:10]=2)[CH2:4][CH2:3]1.N. (2) Given the product [C:1]12([C:11]3[CH:12]=[C:13]([CH2:14][CH2:15][NH:16][CH3:17])[CH:24]=[CH:25][C:26]=3[O:27][CH:28]([CH3:29])[CH3:30])[CH2:2][CH:3]3[CH2:9][CH:7]([CH2:6][CH:5]([CH2:4]3)[CH2:10]1)[CH2:8]2, predict the reactants needed to synthesize it. The reactants are: [C:1]12([C:11]3[CH:12]=[C:13]([CH:24]=[CH:25][C:26]=3[O:27][CH:28]([CH3:30])[CH3:29])[CH2:14][CH2:15][N:16](C)[C:17](=O)C(F)(F)F)[CH2:10][CH:5]3[CH2:6][CH:7]([CH2:9][CH:3]([CH2:4]3)[CH2:2]1)[CH2:8]2.[OH-].[Na+]. (3) Given the product [CH:15]([CH:10]1[C:11](=[O:14])[CH2:12][CH2:13][N:8]([CH2:7][C:6]2[CH:28]=[C:2]([NH:1][C:37](=[O:39])[CH3:38])[CH:3]=[CH:4][C:5]=2[O:29][CH3:30])[CH2:9]1)([C:22]1[CH:27]=[CH:26][CH:25]=[CH:24][CH:23]=1)[C:16]1[CH:21]=[CH:20][CH:19]=[CH:18][CH:17]=1, predict the reactants needed to synthesize it. The reactants are: [NH2:1][C:2]1[CH:3]=[CH:4][C:5]([O:29][CH3:30])=[C:6]([CH:28]=1)[CH2:7][N:8]1[CH2:13][CH2:12][C:11](=[O:14])[CH:10]([CH:15]([C:22]2[CH:27]=[CH:26][CH:25]=[CH:24][CH:23]=2)[C:16]2[CH:21]=[CH:20][CH:19]=[CH:18][CH:17]=2)[CH2:9]1.N1C=CC=CC=1.[C:37](OC(=O)C)(=[O:39])[CH3:38].C(OCC)(=O)C. (4) Given the product [F:1][C:2]([F:21])([F:20])[C:3]1[CH:8]=[CH:7][C:6]([C:9]2[CH:10]=[C:11]3[C:16](=[CH:17][CH:18]=2)[NH:15][C:14](=[S:31])[CH2:13][CH2:12]3)=[CH:5][CH:4]=1, predict the reactants needed to synthesize it. The reactants are: [F:1][C:2]([F:21])([F:20])[C:3]1[CH:8]=[CH:7][C:6]([C:9]2[CH:10]=[C:11]3[C:16](=[CH:17][CH:18]=2)[NH:15][C:14](=O)[CH2:13][CH2:12]3)=[CH:5][CH:4]=1.COC1C=CC(P2(=S)SP(=S)(C3C=CC(OC)=CC=3)[S:31]2)=CC=1. (5) Given the product [CH:1]1([CH2:5][CH:6]([N:10]2[C:15](=[O:16])[CH:14]=[C:13]([O:17][C:18]3[C:19]([F:25])=[CH:20][CH:21]=[CH:22][C:23]=3[F:24])[CH:12]=[N:11]2)[C:7]([NH:62][C:63]2[CH:67]=[CH:66][N:65]([CH2:68][C:69]([OH:71])([CH3:70])[CH3:72])[N:64]=2)=[O:8])[CH2:4][CH2:3][CH2:2]1, predict the reactants needed to synthesize it. The reactants are: [CH:1]1([CH2:5][CH:6]([N:10]2[C:15](=[O:16])[CH:14]=[C:13]([O:17][C:18]3[C:23]([F:24])=[CH:22][CH:21]=[CH:20][C:19]=3[F:25])[CH:12]=[N:11]2)[C:7](O)=[O:8])[CH2:4][CH2:3][CH2:2]1.C(N(CC)C(C)C)(C)C.F[P-](F)(F)(F)(F)F.N1(O[P+](N(C)C)(N(C)C)N(C)C)C2C=CC=CC=2N=N1.[NH2:62][C:63]1[CH:67]=[CH:66][N:65]([CH2:68][C:69]([CH3:72])([OH:71])[CH3:70])[N:64]=1. (6) Given the product [CH3:13][O:14][CH2:15][CH2:16][C:17]1[NH:39][C:33]2[CH2:32][O:31][C:29](=[O:30])[C:28]=2[CH:11]([C:8]2[CH:9]=[C:10]3[C:5](=[CH:6][CH:7]=2)[NH:4][N:3]=[C:2]3[CH3:1])[C:18]=1[C:19]#[N:20], predict the reactants needed to synthesize it. The reactants are: [CH3:1][C:2]1[C:10]2[C:5](=[CH:6][CH:7]=[C:8]([CH:11]=O)[CH:9]=2)[NH:4][N:3]=1.[CH3:13][O:14][CH2:15][CH2:16][C:17](=O)[CH2:18][C:19]#[N:20].[C:29]([O:31][CH2:32][C:33](=O)[CH2:28][C:29]([O:31][CH2:32][CH3:33])=[O:30])(=[O:30])[CH3:28].C([O-])(=O)C.[NH4+:39].Cl. (7) Given the product [C:1]([C:3]1[CH:4]=[CH:5][C:6]2[O:10][C:9]([C:11]([C:18]3[C:26]([O:27][CH3:28])=[CH:25][C:24]([CH3:29])=[C:23]4[C:19]=3[CH:20]=[CH:21][NH:22]4)([CH3:17])[C:12]([O:14][CH2:15][CH3:16])=[O:13])=[N:8][C:7]=2[CH:37]=1)#[N:2], predict the reactants needed to synthesize it. The reactants are: [C:1]([C:3]1[CH:4]=[CH:5][C:6]2[O:10][C:9]([C:11]([C:18]3[C:26]([O:27][CH3:28])=[CH:25][C:24]([CH3:29])=[C:23]4[C:19]=3[CH:20]=[CH:21][N:22]4C(OC(C)(C)C)=O)([CH3:17])[C:12]([O:14][CH2:15][CH3:16])=[O:13])=[N:8][C:7]=2[CH:37]=1)#[N:2].C(=O)([O-])[O-].[Cs+].[Cs+]. (8) Given the product [NH2:14][C:11]1[CH:12]=[CH:13][C:5]([O:4][CH:1]([CH3:3])[CH3:2])=[C:6]([CH:10]=1)[C:7]([OH:9])=[O:8], predict the reactants needed to synthesize it. The reactants are: [CH:1]([O:4][C:5]1[CH:13]=[CH:12][C:11]([N+:14]([O-])=O)=[CH:10][C:6]=1[C:7]([OH:9])=[O:8])([CH3:3])[CH3:2]. (9) Given the product [OH:44][C:45]1[C:52]([OH:53])=[CH:51][CH:50]=[CH:49][C:46]=1[C:47]#[N:48], predict the reactants needed to synthesize it. The reactants are: COC1C(OC)=CC=CC=1C(O)=O.S(Cl)(Cl)=O.O=P(Cl)(Cl)Cl.C(N)(=O)C1C=CC=CC=1.C(N(CC)CC)C.[Cl-].[Al+3].[Cl-].[Cl-].C[O:44][C:45]1[C:52]([O:53]C)=[CH:51][CH:50]=[CH:49][C:46]=1[C:47]#[N:48].COC1C(O)=C(C=CC=1)C#N. (10) Given the product [CH:24]([O:1][C:2]1[CH:7]=[CH:6][CH:5]=[CH:4][C:3]=1[C:8]1[CH:13]=[CH:12][C:11]([CH2:14][NH:15][C:16](=[O:22])[O:17][C:18]([CH3:19])([CH3:21])[CH3:20])=[CH:10][CH:9]=1)([CH3:26])[CH3:25], predict the reactants needed to synthesize it. The reactants are: [OH:1][C:2]1[CH:7]=[CH:6][CH:5]=[CH:4][C:3]=1[C:8]1[CH:13]=[CH:12][C:11]([CH2:14][NH:15][C:16](=[O:22])[O:17][C:18]([CH3:21])([CH3:20])[CH3:19])=[CH:10][CH:9]=1.I[CH:24]([CH3:26])[CH3:25].